From a dataset of Reaction yield outcomes from USPTO patents with 853,638 reactions. Predict the reaction yield, written as a fraction of the theoretical maximum amount of product (1.0 means a 100% yield; for example, 0.34 means a 34% yield). (1) The reactants are Br[C:2]1[CH:7]=[C:6]([CH2:8][S:9]([CH2:12][CH3:13])(=[O:11])=[O:10])[CH:5]=[CH:4][C:3]=1[O:14][CH2:15][C:16]([F:19])([F:18])[F:17].[CH3:20][N:21]1[CH:30]=[C:29](B2OC(C)(C)C(C)(C)O2)[C:28]2[C:23](=[CH:24][CH:25]=[CH:26][CH:27]=2)[C:22]1=[O:40].C([O-])([O-])=O.[Na+].[Na+]. The catalyst is O1CCOCC1.O.C1C=CC([P]([Pd]([P](C2C=CC=CC=2)(C2C=CC=CC=2)C2C=CC=CC=2)([P](C2C=CC=CC=2)(C2C=CC=CC=2)C2C=CC=CC=2)[P](C2C=CC=CC=2)(C2C=CC=CC=2)C2C=CC=CC=2)(C2C=CC=CC=2)C2C=CC=CC=2)=CC=1. The product is [CH2:12]([S:9]([CH2:8][C:6]1[CH:5]=[CH:4][C:3]([O:14][CH2:15][C:16]([F:19])([F:18])[F:17])=[C:2]([C:29]2[C:28]3[C:23](=[CH:24][CH:25]=[CH:26][CH:27]=3)[C:22](=[O:40])[N:21]([CH3:20])[CH:30]=2)[CH:7]=1)(=[O:11])=[O:10])[CH3:13]. The yield is 0.670. (2) The reactants are [Br:1][C:2]1[N:7]=[C:6]([NH:8][C:9]2[S:10][C:11](Br)=[CH:12][N:13]=2)[CH:5]=[CH:4][CH:3]=1.[C:15]([C:18]1[CH:19]=[C:20]([SH:25])[CH:21]=[CH:22][C:23]=1[CH3:24])([OH:17])=[O:16].C[O-].[Na+]. The catalyst is CO.C1COCC1. The product is [Br:1][C:2]1[N:7]=[C:6]([NH:8][C:9]2[S:10][C:11]([S:25][C:20]3[CH:21]=[CH:22][C:23]([CH3:24])=[C:18]([CH:19]=3)[C:15]([OH:17])=[O:16])=[CH:12][N:13]=2)[CH:5]=[CH:4][CH:3]=1. The yield is 0.810. (3) The reactants are [Br:1][C:2]1[CH:3]=[C:4]2[C:9](=[CH:10][CH:11]=1)[N:8]=[CH:7][N:6]=[C:5]2[C:12]1[CH:13]=[C:14]([CH:18]=[CH:19][CH:20]=1)[C:15]([OH:17])=O.CN(C(ON1N=NC2C=CC=CC1=2)=[N+](C)C)C.F[P-](F)(F)(F)(F)F.CCN(C(C)C)C(C)C.[C:54]([O:58][C:59]([N:61]1[CH2:66][CH2:65][NH:64][CH2:63][C@H:62]1[CH3:67])=[O:60])([CH3:57])([CH3:56])[CH3:55]. The catalyst is C(Cl)Cl. The product is [C:54]([O:58][C:59]([N:61]1[CH2:66][CH2:65][N:64]([C:15](=[O:17])[C:14]2[CH:18]=[CH:19][CH:20]=[C:12]([C:5]3[C:4]4[C:9](=[CH:10][CH:11]=[C:2]([Br:1])[CH:3]=4)[N:8]=[CH:7][N:6]=3)[CH:13]=2)[CH2:63][C@H:62]1[CH3:67])=[O:60])([CH3:57])([CH3:55])[CH3:56]. The yield is 1.00. (4) The reactants are C([O:3][C:4](=[O:24])[CH:5]([O:21][CH2:22][CH3:23])[CH2:6][C:7]1[CH:12]=[CH:11][C:10]([OH:13])=[C:9]([CH2:14][C:15]2[CH:20]=[CH:19][CH:18]=[CH:17][CH:16]=2)[CH:8]=1)C.[OH-].[K+].Cl. The catalyst is CO.O. The product is [CH2:14]([C:9]1[CH:8]=[C:7]([CH2:6][CH:5]([O:21][CH2:22][CH3:23])[C:4]([OH:24])=[O:3])[CH:12]=[CH:11][C:10]=1[OH:13])[C:15]1[CH:20]=[CH:19][CH:18]=[CH:17][CH:16]=1. The yield is 0.748. (5) The catalyst is C1COCC1. The reactants are C[C:2]1[NH:13][C:12]2[C:7](=[CH:8][CH:9]=[CH:10][CH:11]=2)[C:3]=1[CH2:4][CH2:5][NH2:6].[Cl:14][C:15]1[N:16]=[C:17]2[N:21]([C:22]=1[S:23](Cl)(=[O:25])=[O:24])[CH:20]=[CH:19][S:18]2.[CH3:27]C(C)([O-])C.[K+].C([O-])(O)=O.[Na+]. The yield is 0.350. The product is [ClH:14].[Cl:14][C:15]1[N:16]=[C:17]2[N:21]([C:22]=1[S:23]([N:13]1[C:12]3[C:7](=[CH:8][CH:9]=[CH:10][CH:11]=3)[C:3]([CH2:4][C@@H:5]([NH2:6])[CH3:27])=[CH:2]1)(=[O:25])=[O:24])[CH:20]=[CH:19][S:18]2. (6) The reactants are [N+:1]([C:4]1[CH:12]=[C:11]2[C:7]([CH:8]=[C:9]([C:13]#[N:14])[NH:10]2)=[CH:6][CH:5]=1)([O-])=O. The catalyst is [Ni].CCO. The product is [NH2:1][C:4]1[CH:12]=[C:11]2[C:7]([CH:8]=[C:9]([C:13]#[N:14])[NH:10]2)=[CH:6][CH:5]=1. The yield is 0.490. (7) The reactants are Cl[C:2]1[N:3]=[C:4]([N:18]2[CH2:23][CH2:22][O:21][CH2:20][C@@H:19]2[CH3:24])[C:5]2[CH2:10][N:9]([C:11]([O:13][C:14]([CH3:17])([CH3:16])[CH3:15])=[O:12])[CH2:8][C:6]=2[N:7]=1.[F:25][C:26]1[CH:32]=[C:31](B2OC(C)(C)C(C)(C)O2)[CH:30]=[CH:29][C:27]=1[NH2:28]. No catalyst specified. The product is [NH2:28][C:27]1[CH:29]=[CH:30][C:31]([C:2]2[N:3]=[C:4]([N:18]3[CH2:23][CH2:22][O:21][CH2:20][C@@H:19]3[CH3:24])[C:5]3[CH2:10][N:9]([C:11]([O:13][C:14]([CH3:17])([CH3:16])[CH3:15])=[O:12])[CH2:8][C:6]=3[N:7]=2)=[CH:32][C:26]=1[F:25]. The yield is 0.220. (8) The reactants are [Cl:1][C:2]1[CH:10]=[CH:9][C:8]2[NH:7][C:6]3[CH2:11][CH2:12][N:13]([CH3:15])[CH2:14][C:5]=3[C:4]=2[CH:3]=1.[OH-].[K+].[CH:18]([C:20]1[CH:21]=[N:22][CH:23]=[N:24][CH:25]=1)=[CH2:19]. The catalyst is CN1CCCC1=O.O. The product is [Cl:1][C:2]1[CH:10]=[CH:9][C:8]2[N:7]([CH2:19][CH2:18][C:20]3[CH:21]=[N:22][CH:23]=[N:24][CH:25]=3)[C:6]3[CH2:11][CH2:12][N:13]([CH3:15])[CH2:14][C:5]=3[C:4]=2[CH:3]=1. The yield is 0.140. (9) The reactants are C1(C)C=C(C)C=C(C)C=1.[O:10]([C:17]1[CH:22]=[CH:21][C:20]([OH:23])=[CH:19][CH:18]=1)[C:11]1[CH:16]=[CH:15][CH:14]=[CH:13][CH:12]=1.C[O-].[K+].O1[CH2:31][CH2:30][NH:29]C1=O. No catalyst specified. The product is [O:10]([C:17]1[CH:18]=[CH:19][C:20]([O:23][CH2:31][CH2:30][NH2:29])=[CH:21][CH:22]=1)[C:11]1[CH:16]=[CH:15][CH:14]=[CH:13][CH:12]=1. The yield is 0.450.